From a dataset of Full USPTO retrosynthesis dataset with 1.9M reactions from patents (1976-2016). Predict the reactants needed to synthesize the given product. (1) Given the product [F:3][C:4]1[CH:9]=[CH:8][C:7]([C:10](=[O:12])[CH2:11][C:14]2[CH:19]=[CH:18][C:17]([C:20]([F:23])([F:22])[F:21])=[CH:16][N:15]=2)=[CH:6][CH:5]=1, predict the reactants needed to synthesize it. The reactants are: [H-].[Na+].[F:3][C:4]1[CH:9]=[CH:8][C:7]([C:10](=[O:12])[CH3:11])=[CH:6][CH:5]=1.Br[C:14]1[CH:19]=[CH:18][C:17]([C:20]([F:23])([F:22])[F:21])=[CH:16][N:15]=1. (2) Given the product [Br:1][C:2]1[CH:3]=[N:4][C:5]2[N:6]([N:8]=[C:9]([C:11]([N:23]3[CH2:24][CH:25]=[C:20]([C:16]4[CH:15]=[N:14][CH:19]=[CH:18][CH:17]=4)[CH2:21][CH2:22]3)=[O:13])[CH:10]=2)[CH:7]=1, predict the reactants needed to synthesize it. The reactants are: [Br:1][C:2]1[CH:3]=[N:4][C:5]2[N:6]([N:8]=[C:9]([C:11]([OH:13])=O)[CH:10]=2)[CH:7]=1.[N:14]1[CH:19]=[CH:18][CH:17]=[C:16]([C:20]2[CH2:21][CH2:22][NH:23][CH2:24][CH:25]=2)[CH:15]=1. (3) Given the product [CH3:1][O:2][C:3]([C:5]1[CH:10]=[CH:9][CH:8]=[C:7]([C:11]2[CH:15]=[N:14][NH:13][CH:12]=2)[N:6]=1)=[O:4], predict the reactants needed to synthesize it. The reactants are: [CH3:1][O:2][C:3]([C:5]1[CH:10]=[CH:9][CH:8]=[C:7]([C:11]2[CH:12]=[N:13][N:14](C(OC(C)(C)C)=O)[CH:15]=2)[N:6]=1)=[O:4].Cl.Cl.O1CCOCC1.C(=O)([O-])[O-].[Na+].[Na+].